Task: Regression. Given two drug SMILES strings and cell line genomic features, predict the synergy score measuring deviation from expected non-interaction effect.. Dataset: NCI-60 drug combinations with 297,098 pairs across 59 cell lines (1) Drug 1: CCC(=C(C1=CC=CC=C1)C2=CC=C(C=C2)OCCN(C)C)C3=CC=CC=C3.C(C(=O)O)C(CC(=O)O)(C(=O)O)O. Drug 2: CC(C)(C#N)C1=CC(=CC(=C1)CN2C=NC=N2)C(C)(C)C#N. Cell line: HS 578T. Synergy scores: CSS=5.64, Synergy_ZIP=-2.28, Synergy_Bliss=-0.599, Synergy_Loewe=1.86, Synergy_HSA=1.69. (2) Drug 1: C1=C(C(=O)NC(=O)N1)F. Drug 2: CC1C(C(=O)NC(C(=O)N2CCCC2C(=O)N(CC(=O)N(C(C(=O)O1)C(C)C)C)C)C(C)C)NC(=O)C3=C4C(=C(C=C3)C)OC5=C(C(=O)C(=C(C5=N4)C(=O)NC6C(OC(=O)C(N(C(=O)CN(C(=O)C7CCCN7C(=O)C(NC6=O)C(C)C)C)C)C(C)C)C)N)C. Cell line: MDA-MB-435. Synergy scores: CSS=29.6, Synergy_ZIP=2.31, Synergy_Bliss=2.32, Synergy_Loewe=2.98, Synergy_HSA=2.99.